From a dataset of Retrosynthesis with 50K atom-mapped reactions and 10 reaction types from USPTO. Predict the reactants needed to synthesize the given product. (1) Given the product O=C(O)CCn1cnc(-c2ccccc2)n1, predict the reactants needed to synthesize it. The reactants are: O=C(O)CCCl.c1ccc(-c2nc[nH]n2)cc1. (2) Given the product Fc1ccc(C2=Nc3cccnc3Nc3ccccc32)cc1, predict the reactants needed to synthesize it. The reactants are: Nc1cccnc1Nc1ccccc1C(=O)c1ccc(F)cc1. (3) The reactants are: CCOC(=O)CC[Zn+].Cc1c(NS(C)(=O)=O)cccc1N(Cc1ccccc1)Cc1ccc(Oc2cccc(Br)c2)cc1. Given the product CCOC(=O)CCc1cccc(Oc2ccc(CN(Cc3ccccc3)c3cccc(NS(C)(=O)=O)c3C)cc2)c1, predict the reactants needed to synthesize it. (4) Given the product COCCCc1ccc(Br)c(CO)c1, predict the reactants needed to synthesize it. The reactants are: COCCCc1ccc(Br)c(C(=O)OC)c1.